From a dataset of Full USPTO retrosynthesis dataset with 1.9M reactions from patents (1976-2016). Predict the reactants needed to synthesize the given product. Given the product [NH2:11][C:7]1[CH:8]=[C:9]([CH3:10])[C:4]([C:1](=[O:3])[CH3:2])=[C:5]([Cl:15])[CH:6]=1, predict the reactants needed to synthesize it. The reactants are: [C:1]([C:4]1[C:9]([CH3:10])=[CH:8][C:7]([NH:11]C(=O)C)=[CH:6][C:5]=1[Cl:15])(=[O:3])[CH3:2].Cl.[OH-].[Na+].